Predict which catalyst facilitates the given reaction. From a dataset of Catalyst prediction with 721,799 reactions and 888 catalyst types from USPTO. (1) Reactant: [NH2:1][C:2]1[CH:3]=[C:4]2[C:9](=[CH:10][CH:11]=1)[CH2:8][N:7]([C:12]([O:14][C:15]([CH3:18])([CH3:17])[CH3:16])=[O:13])[CH2:6][CH2:5]2.Cl[C:20]1[S:21][C:22]2[CH:28]=[CH:27][CH:26]=[CH:25][C:23]=2[N:24]=1.C(=O)([O-])[O-].[Cs+].[Cs+].CC1(C)C2C(=C(P(C3C=CC=CC=3)C3C=CC=CC=3)C=CC=2)OC2C(P(C3C=CC=CC=3)C3C=CC=CC=3)=CC=CC1=2. Product: [C:15]([O:14][C:12]([N:7]1[CH2:6][CH2:5][C:4]2[C:9](=[CH:10][CH:11]=[C:2]([NH:1][C:20]3[S:21][C:22]4[CH:28]=[CH:27][CH:26]=[CH:25][C:23]=4[N:24]=3)[CH:3]=2)[CH2:8]1)=[O:13])([CH3:18])([CH3:17])[CH3:16]. The catalyst class is: 487. (2) Reactant: [C:1]([N:4]1[C:12]2[C:7](=[CH:8][CH:9]=[C:10]([S:13](O)(=[O:15])=[O:14])[CH:11]=2)[C:6]([CH3:18])([CH3:17])[CH2:5]1)(=[O:3])[CH3:2].O=P(Cl)(Cl)[Cl:21]. Product: [C:1]([N:4]1[C:12]2[C:7](=[CH:8][CH:9]=[C:10]([S:13]([Cl:21])(=[O:15])=[O:14])[CH:11]=2)[C:6]([CH3:18])([CH3:17])[CH2:5]1)(=[O:3])[CH3:2]. The catalyst class is: 23.